From a dataset of Full USPTO retrosynthesis dataset with 1.9M reactions from patents (1976-2016). Predict the reactants needed to synthesize the given product. (1) Given the product [CH3:1][C:2]1[CH:10]=[CH:9][C:5]([C:6]([N:13]2[C@@H:12]([CH3:11])[C:16](=[O:17])[O:15][C:14]2=[O:18])=[O:7])=[CH:4][CH:3]=1, predict the reactants needed to synthesize it. The reactants are: [CH3:1][C:2]1[CH:10]=[CH:9][C:5]([C:6](Cl)=[O:7])=[CH:4][CH:3]=1.[CH3:11][C@H:12]1[C:16](=[O:17])[O:15][C:14](=[O:18])[NH:13]1. (2) The reactants are: [F:1][C:2]1[CH:3]=[C:4]([CH:7]=[CH:8][CH:9]=1)[CH2:5]Br.[Br:10][C:11]1[CH:19]=[CH:18][C:14]([C:15](Cl)=[O:16])=[CH:13][CH:12]=1. Given the product [Br:10][C:11]1[CH:19]=[CH:18][C:14]([C:15](=[O:16])[CH2:5][C:4]2[CH:7]=[CH:8][CH:9]=[C:2]([F:1])[CH:3]=2)=[CH:13][CH:12]=1, predict the reactants needed to synthesize it. (3) Given the product [NH2:25][C:26]1[C:31]([C:32]#[N:33])=[C:30]([NH:1][C@H:2]([C:4]2[N:5]([CH:22]3[CH2:23][CH2:24]3)[C:6]3[C:12]([C:13]([N:15]4[CH2:16][CH2:17][O:18][CH2:19][CH2:20]4)=[O:14])=[C:11]([F:21])[CH:10]=[CH:9][C:7]=3[N:8]=2)[CH3:3])[N:29]=[CH:28][N:27]=1, predict the reactants needed to synthesize it. The reactants are: [NH2:1][C@H:2]([C:4]1[N:5]([CH:22]2[CH2:24][CH2:23]2)[C:6]2[C:12]([C:13]([N:15]3[CH2:20][CH2:19][O:18][CH2:17][CH2:16]3)=[O:14])=[C:11]([F:21])[CH:10]=[CH:9][C:7]=2[N:8]=1)[CH3:3].[NH2:25][C:26]1[C:31]([C:32]#[N:33])=[C:30](Cl)[N:29]=[CH:28][N:27]=1.CCN(C(C)C)C(C)C. (4) The reactants are: [F:1][C:2]1[CH:3]=[CH:4][C:5]([NH:8][NH:9][C:10]([N:12]2[CH2:17][CH2:16][O:15][CH2:14][C@@H:13]2[CH3:18])=O)=[N:6][CH:7]=1.C1(P(C2C=CC=CC=2)C2C=CC=CC=2)C=CC=CC=1.C(N(CC)CC)C.ClC(Cl)(Cl)C(Cl)(Cl)Cl. Given the product [F:1][C:2]1[CH:3]=[CH:4][C:5]2[N:6]([C:10]([N:12]3[CH2:17][CH2:16][O:15][CH2:14][C@@H:13]3[CH3:18])=[N:9][N:8]=2)[CH:7]=1, predict the reactants needed to synthesize it.